Dataset: Reaction yield outcomes from USPTO patents with 853,638 reactions. Task: Predict the reaction yield, written as a fraction of the theoretical maximum amount of product (1.0 means a 100% yield; for example, 0.34 means a 34% yield). (1) The reactants are [CH2:1]([O:3][C:4](=[O:15])[CH2:5][O:6][C:7]1[CH:12]=[CH:11][C:10]([SH:13])=[CH:9][C:8]=1[CH3:14])[CH3:2].[Cl:16][C:17]1[CH:32]=[CH:31][C:20]([O:21][C@H:22]([CH3:30])[CH2:23][CH2:24]OS(C)(=O)=O)=[C:19]([O:33][C:34]2[CH:39]=[CH:38][CH:37]=[CH:36][CH:35]=2)[CH:18]=1.N#N.C([O-])([O-])=O.[K+].[K+].Cl. The catalyst is CN(C=O)C.O. The product is [CH2:1]([O:3][C:4](=[O:15])[CH2:5][O:6][C:7]1[CH:12]=[CH:11][C:10]([S:13][CH2:24][CH2:23][C@H:22]([O:21][C:20]2[CH:31]=[CH:32][C:17]([Cl:16])=[CH:18][C:19]=2[O:33][C:34]2[CH:39]=[CH:38][CH:37]=[CH:36][CH:35]=2)[CH3:30])=[CH:9][C:8]=1[CH3:14])[CH3:2]. The yield is 0.740. (2) The reactants are [N+:1]([C:4]1[CH:13]=[C:12]2[C:7]([CH2:8][CH2:9][CH2:10][CH:11]2[OH:14])=[CH:6][CH:5]=1)([O-])=O. The catalyst is CO. The product is [NH2:1][C:4]1[CH:13]=[C:12]2[C:7]([CH2:8][CH2:9][CH2:10][CH:11]2[OH:14])=[CH:6][CH:5]=1. The yield is 0.950. (3) The reactants are [C:1]([C:4]1[C:9]([C:10]2[CH:15]=[CH:14][CH:13]=[CH:12][CH:11]=2)=[N:8][N:7]([CH2:16][CH3:17])[C:6](=[O:18])[C:5]=1[N+:19]([O-])=O)(=[O:3])[CH3:2].[CH3:22][O:23][C:24]([C:26]1[CH:27]=[CH:28][C:29](N)=[C:30]2[C:35]=1[N:34]=[CH:33][CH:32]=[CH:31]2)=[O:25]. The catalyst is C(O)C. The product is [C:1]([C:4]1[C:9]([C:10]2[CH:15]=[CH:14][CH:13]=[CH:12][CH:11]=2)=[N:8][N:7]([CH2:16][CH3:17])[C:6](=[O:18])[C:5]=1[NH:19][C:29]1[CH:28]=[CH:27][C:26]([C:24]([O:23][CH3:22])=[O:25])=[C:35]2[C:30]=1[CH:31]=[CH:32][CH:33]=[N:34]2)(=[O:3])[CH3:2]. The yield is 0.0300. (4) The reactants are [CH3:1][O:2][CH2:3][CH2:4][CH2:5][C:6]([O:8][CH3:9])=[O:7].[Li+].C[Si]([N-][Si](C)(C)C)(C)C.Cl[Si](C)(C)C.BrN1C(=O)CCC1=O.C(=O)([O-])[O-].[K+].[K+].[NH:39]1[CH:43]=[CH:42][CH:41]=[N:40]1. The catalyst is C1COCC1.O. The product is [CH3:1][O:2][CH2:3][CH2:4][CH:5]([N:39]1[CH:43]=[CH:42][CH:41]=[N:40]1)[C:6]([O:8][CH3:9])=[O:7]. The yield is 0.130. (5) The reactants are N1(C(C2CCCCC2C(O)=O)=O)CCOCC1.[Cl:18][C:19]1[CH:34]=[CH:33][C:22]2[NH:23][C:24]([C:26]3[CH:31]=[CH:30][C:29]([NH2:32])=[CH:28][CH:27]=3)=[N:25][C:21]=2[CH:20]=1.[CH3:35][O:36][C:37](=[O:50])[C@H:38]([CH2:43][CH:44]1[CH2:49][CH2:48][CH2:47][CH2:46][CH2:45]1)[CH2:39][C:40](O)=[O:41]. No catalyst specified. The product is [CH3:35][O:36][C:37](=[O:50])[CH:38]([CH2:43][CH:44]1[CH2:45][CH2:46][CH2:47][CH2:48][CH2:49]1)[CH2:39][C:40]([NH:32][C:29]1[CH:28]=[CH:27][C:26]([C:24]2[NH:23][C:22]3[CH:33]=[CH:34][C:19]([Cl:18])=[CH:20][C:21]=3[N:25]=2)=[CH:31][CH:30]=1)=[O:41]. The yield is 0.510. (6) The reactants are [C:1]([O:5][C:6]([N:8]1[C:21]2[C:13](=[CH:14][C:15]3[CH:16]=[C:17]([CH2:23][OH:24])[N:18]([CH3:22])[C:19]=3[CH:20]=2)[C:12]2[N:25]([CH2:34][C:35]3[CH:40]=[CH:39][C:38]([O:41][CH3:42])=[CH:37][C:36]=3[O:43][CH3:44])[C:26](=[O:33])[C:27]([C:30]([OH:32])=[O:31])=[C:28]([OH:29])[C:11]=2[CH2:10][CH2:9]1)=[O:7])([CH3:4])([CH3:3])[CH3:2]. The catalyst is C(Cl)Cl.O=[Mn]=O. The product is [C:1]([O:5][C:6]([N:8]1[C:21]2[C:13](=[CH:14][C:15]3[CH:16]=[C:17]([CH:23]=[O:24])[N:18]([CH3:22])[C:19]=3[CH:20]=2)[C:12]2[N:25]([CH2:34][C:35]3[CH:40]=[CH:39][C:38]([O:41][CH3:42])=[CH:37][C:36]=3[O:43][CH3:44])[C:26](=[O:33])[C:27]([C:30]([OH:32])=[O:31])=[C:28]([OH:29])[C:11]=2[CH2:10][CH2:9]1)=[O:7])([CH3:4])([CH3:3])[CH3:2]. The yield is 0.800. (7) The reactants are OCCCN1C=C(C2C=CC(N[C:22]3[C:27]([C:28]([F:31])([F:30])[F:29])=[CH:26][N:25]=[C:24]([NH:32][C:33]4[CH:47]=[CH:46][C:36]([CH2:37][P:38](=[O:45])([O:42][CH2:43][CH3:44])[O:39][CH2:40][CH3:41])=[CH:35][C:34]=4[O:48][CH3:49])[N:23]=3)=C3C=2CN(C)C3=O)C=N1.[NH2:50][C:51]1[C:52]([C:67]([NH:69][CH3:70])=[O:68])=[N:53][C:54]([C:57]2[CH:58]=[N:59][N:60]([CH2:63][CH2:64][CH2:65][OH:66])[C:61]=2[CH3:62])=[CH:55][CH:56]=1. No catalyst specified. The product is [OH:66][CH2:65][CH2:64][CH2:63][N:60]1[C:61]([CH3:62])=[C:57]([C:54]2[N:53]=[C:52]([C:67](=[O:68])[NH:69][CH3:70])[C:51]([NH:50][C:26]3[C:27]([C:28]([F:29])([F:30])[F:31])=[CH:22][N:23]=[C:24]([NH:32][C:33]4[CH:47]=[CH:46][C:36]([CH2:37][P:38](=[O:45])([O:42][CH2:43][CH3:44])[O:39][CH2:40][CH3:41])=[CH:35][C:34]=4[O:48][CH3:49])[N:25]=3)=[CH:56][CH:55]=2)[CH:58]=[N:59]1. The yield is 0.590.